This data is from Forward reaction prediction with 1.9M reactions from USPTO patents (1976-2016). The task is: Predict the product of the given reaction. (1) Given the reactants C([N-]C(C)C)(C)C.[Li+].[NH:9]1[CH:13]=[CH:12][C:11]([C:14]2[N:19]=[C:18]([CH3:20])[C:17]([C:21]3[CH:26]=[CH:25][C:24]([CH3:27])=[CH:23][C:22]=3[F:28])=[C:16]([CH3:29])[N:15]=2)=[N:10]1.[CH:30](=O)[CH:31]([CH3:33])[CH3:32], predict the reaction product. The product is: [NH:9]1[CH:13]=[CH:12][C:11]([C:14]2[N:19]=[C:18]([CH3:20])[C:17]([C:21]3[CH:26]=[CH:25][C:24]([CH3:27])=[CH:23][C:22]=3[F:28])=[C:16]([CH:29]=[CH:30][CH:31]([CH3:33])[CH3:32])[N:15]=2)=[N:10]1. (2) The product is: [CH:31]1([CH2:30][O:29][C:22]2[CH:23]=[C:24]([O:27][CH3:28])[CH:25]=[CH:26][C:21]=2[C:20]2[CH:19]=[CH:18][N:17]=[C:16]3[C:12]([C:10]([NH:9][C@H:6]4[CH2:7][CH2:8][C@@H:3]([NH:2][C:40](=[O:41])[C@@H:39]([OH:38])[CH3:43])[CH2:4][CH2:5]4)=[O:11])=[C:13]([CH3:34])[NH:14][C:15]=23)[CH2:32][CH2:33]1. Given the reactants Cl.[NH2:2][C@@H:3]1[CH2:8][CH2:7][C@H:6]([NH:9][C:10]([C:12]2[C:16]3=[N:17][CH:18]=[CH:19][C:20]([C:21]4[CH:26]=[CH:25][C:24]([O:27][CH3:28])=[CH:23][C:22]=4[O:29][CH2:30][CH:31]4[CH2:33][CH2:32]4)=[C:15]3[NH:14][C:13]=2[CH3:34])=[O:11])[CH2:5][CH2:4]1.C([O:38][C@@H:39]([CH3:43])[C:40](Cl)=[O:41])(=O)C, predict the reaction product.